This data is from Reaction yield outcomes from USPTO patents with 853,638 reactions. The task is: Predict the reaction yield, written as a fraction of the theoretical maximum amount of product (1.0 means a 100% yield; for example, 0.34 means a 34% yield). (1) The reactants are C1(P(C2C=CC=CC=2)(C2C=CC=CC=2)=[CH:8][C:9]([O:11][CH2:12][CH3:13])=[O:10])C=CC=CC=1.C[Si]([N-][Si](C)(C)C)(C)C.[Na+].O=[CH:37][C:38]1[CH:46]=[CH:45][C:43]([OH:44])=[C:40]([O:41][CH3:42])[CH:39]=1. The catalyst is C1COCC1. The product is [OH:44][C:43]1[CH:45]=[CH:46][C:38]([CH:37]=[CH:8][C:9]([O:11][CH2:12][CH3:13])=[O:10])=[CH:39][C:40]=1[O:41][CH3:42]. The yield is 0.850. (2) The reactants are F[C:2]1[CH:9]=[C:8]([N:10]2[C:18]3[CH2:17][C:16]([CH3:20])([CH3:19])[CH2:15][C:14](=[O:21])[C:13]=3[C:12]([CH3:22])=[N:11]2)[CH:7]=[C:6]([F:23])[C:3]=1[C:4]#[N:5].Cl.[O:25]1[CH2:29][CH2:28][C@H:27]([NH2:30])[CH2:26]1.C(N(C(C)C)CC)(C)C.[OH-:40].[Na+].OO. The catalyst is CS(C)=O.CCOC(C)=O.O.C(O)(C)C. The product is [F:23][C:6]1[CH:7]=[C:8]([N:10]2[C:18]3[CH2:17][C:16]([CH3:20])([CH3:19])[CH2:15][C:14](=[O:21])[C:13]=3[C:12]([CH3:22])=[N:11]2)[CH:9]=[C:2]([NH:30][C@H:27]2[CH2:28][CH2:29][O:25][CH2:26]2)[C:3]=1[C:4]([NH2:5])=[O:40]. The yield is 0.720. (3) The reactants are [Br:1][C:2]1[CH:3]=[C:4]([C:15]([O:17]CC)=[O:16])[C:5]2[CH:6]=[CH:7][N:8]([CH:11]3[CH2:14][CH2:13][CH2:12]3)[C:9]=2[CH:10]=1.[OH-].[Na+]. The catalyst is CO.C1COCC1. The product is [Br:1][C:2]1[CH:3]=[C:4]([C:15]([OH:17])=[O:16])[C:5]2[CH:6]=[CH:7][N:8]([CH:11]3[CH2:12][CH2:13][CH2:14]3)[C:9]=2[CH:10]=1. The yield is 0.550. (4) The reactants are C([N:14]1[CH2:17][C:16]([O:19][CH3:20])([CH3:18])[CH2:15]1)(C1C=CC=CC=1)C1C=CC=CC=1.[CH3:33][C:32]([O:31][C:29](O[C:29]([O:31][C:32]([CH3:35])([CH3:34])[CH3:33])=[O:30])=[O:30])([CH3:35])[CH3:34]. The catalyst is C(OCC)(=O)C.[PdH2].[C]. The product is [C:32]([O:31][C:29]([N:14]1[CH2:17][C:16]([O:19][CH3:20])([CH3:18])[CH2:15]1)=[O:30])([CH3:33])([CH3:34])[CH3:35]. The yield is 0.930. (5) The product is [F:1][C:2]1[CH:3]=[C:4]2[C:9](=[CH:10][CH:11]=1)[N:8]=[C:7]([NH:12][C:13]([N:30]1[CH2:29][CH2:28][N:27]([C:22]3[CH:23]=[CH:24][CH:25]=[CH:26][C:21]=3[Cl:20])[CH2:32][CH2:31]1)=[O:17])[C:6]([O:18][CH3:19])=[N:5]2. No catalyst specified. The yield is 0.870. The reactants are [F:1][C:2]1[CH:3]=[C:4]2[C:9](=[CH:10][CH:11]=1)[N:8]=[C:7]([NH:12][C:13](=[O:17])OCC)[C:6]([O:18][CH3:19])=[N:5]2.[Cl:20][C:21]1[CH:26]=[CH:25][CH:24]=[CH:23][C:22]=1[N:27]1[CH2:32][CH2:31][NH:30][CH2:29][CH2:28]1. (6) The reactants are C[O:2][C:3](=[O:22])[CH2:4][C:5]1[CH:10]=[CH:9][C:8]([O:11][CH2:12][CH2:13][CH:14]([O:16]S(C)(=O)=O)[CH3:15])=[C:7]([CH3:21])[CH:6]=1.[N:23]1[CH:28]=[CH:27][CH:26]=[N:25][C:24]=1[C:29]1[CH:34]=[C:33]([C:35]([F:38])([F:37])[F:36])[CH:32]=[CH:31][C:30]=1O. No catalyst specified. The product is [CH3:21][C:7]1[CH:6]=[C:5]([CH2:4][C:3]([OH:2])=[O:22])[CH:10]=[CH:9][C:8]=1[O:11][CH2:12][CH2:13][C@H:14]([O:16][C:30]1[CH:31]=[CH:32][C:33]([C:35]([F:36])([F:37])[F:38])=[CH:34][C:29]=1[C:24]1[N:23]=[CH:28][CH:27]=[CH:26][N:25]=1)[CH3:15]. The yield is 0.710. (7) The reactants are [NH:1]1[CH:5]=[C:4]([C:6]2[C:7]([NH2:12])=[N:8][CH:9]=[CH:10][CH:11]=2)[CH:3]=[N:2]1.[H-].[Na+].[CH2:15]([O:19][CH2:20][C:21]1[CH:26]=[CH:25][C:24]([CH2:27]Cl)=[CH:23][CH:22]=1)[CH2:16][CH2:17][CH3:18]. The catalyst is CN(C)C=O. The product is [CH2:15]([O:19][CH2:20][C:21]1[CH:26]=[CH:25][C:24]([CH2:27][N:1]2[CH:5]=[C:4]([C:6]3[C:7]([NH2:12])=[N:8][CH:9]=[CH:10][CH:11]=3)[CH:3]=[N:2]2)=[CH:23][CH:22]=1)[CH2:16][CH2:17][CH3:18]. The yield is 0.780. (8) The reactants are [OH:1][CH2:2][C:3]1[NH:4][C:5]2[CH:11]=[CH:10][CH:9]=[CH:8][C:6]=2[N:7]=1.C(N(CC)C(C)C)(C)C.[CH3:21][Si:22]([CH3:29])([CH3:28])[CH2:23][CH2:24][O:25][CH2:26]Cl. The catalyst is CN(C=O)C. The product is [CH3:21][Si:22]([CH3:29])([CH3:28])[CH2:23][CH2:24][O:25][CH2:26][N:7]1[C:6]2[CH:8]=[CH:9][CH:10]=[CH:11][C:5]=2[N:4]=[C:3]1[CH2:2][OH:1]. The yield is 0.440. (9) The reactants are [N:1]1[CH:6]=[CH:5][C:4]([NH:7][C:8]2[C:16]3[C:11](=[CH:12][CH:13]=[CH:14][CH:15]=3)[NH:10][C:9]=2[C:17]([O:19][CH2:20][CH3:21])=[O:18])=[CH:3][CH:2]=1.CC(C)([O-])C.[K+].O1CCCC1.Br[CH2:34][C:35]([O:37][CH2:38][CH3:39])=[O:36]. The catalyst is CN(C)C=O. The product is [CH2:20]([O:19][C:17]([C:9]1[N:10]([CH2:34][C:35]([O:37][CH2:38][CH3:39])=[O:36])[C:11]2[C:16]([C:8]=1[NH:7][C:4]1[CH:5]=[CH:6][N:1]=[CH:2][CH:3]=1)=[CH:15][CH:14]=[CH:13][CH:12]=2)=[O:18])[CH3:21]. The yield is 0.500. (10) The reactants are [CH3:1][C:2]1[CH:3]=[C:4]2[C:8](=[C:9]([NH:11][CH:12]3[CH2:17][CH2:16][CH:15]([C:18]([OH:20])=O)[CH2:14][CH2:13]3)[CH:10]=1)[NH:7][C:6]([C:21]1[CH:26]=[CH:25][CH:24]=[CH:23][CH:22]=1)=[CH:5]2.[N:27]1([CH2:33][CH2:34][NH2:35])[CH2:32][CH2:31][O:30][CH2:29][CH2:28]1.C(Cl)CCl.C1C=CC2N(O)N=NC=2C=1.[Cl-].[Na+]. The catalyst is CN(C)C=O. The product is [N:27]1([CH2:33][CH2:34][NH:35][C:18]([CH:15]2[CH2:16][CH2:17][CH:12]([NH:11][C:9]3[CH:10]=[C:2]([CH3:1])[CH:3]=[C:4]4[C:8]=3[NH:7][C:6]([C:21]3[CH:22]=[CH:23][CH:24]=[CH:25][CH:26]=3)=[CH:5]4)[CH2:13][CH2:14]2)=[O:20])[CH2:32][CH2:31][O:30][CH2:29][CH2:28]1. The yield is 1.00.